This data is from Reaction yield outcomes from USPTO patents with 853,638 reactions. The task is: Predict the reaction yield, written as a fraction of the theoretical maximum amount of product (1.0 means a 100% yield; for example, 0.34 means a 34% yield). (1) The reactants are Cl[C:2]1[CH:7]=[CH:6][CH:5]=[C:4]([Cl:8])[N:3]=1.[CH:9]1([NH2:14])[CH2:13][CH2:12][CH2:11][CH2:10]1. The catalyst is N1C=CC=CC=1. The product is [Cl:8][C:4]1[N:3]=[C:2]([NH:14][CH:9]2[CH2:13][CH2:12][CH2:11][CH2:10]2)[CH:7]=[CH:6][CH:5]=1. The yield is 0.440. (2) The reactants are C(OC([N:8]1[CH:13]([C@@H:14]([OH:29])[C@@H:15]([NH:25][C:26](=[O:28])[CH3:27])[CH2:16][C:17]2[CH:22]=[C:21]([F:23])[CH:20]=[C:19]([F:24])[CH:18]=2)[CH2:12][O:11][C@@H:10]([O:30][CH2:31][CH3:32])[CH2:9]1)=O)(C)(C)C.[F:33][C:34]([F:39])([F:38])[C:35]([OH:37])=[O:36]. The catalyst is ClCCl. The product is [F:33][C:34]([F:39])([F:38])[C:35]([OH:37])=[O:36].[F:24][C:19]1[CH:18]=[C:17]([CH:22]=[C:21]([F:23])[CH:20]=1)[CH2:16][C@H:15]([NH:25][C:26](=[O:28])[CH3:27])[C@@H:14]([C@H:13]1[CH2:12][O:11][C@H:10]([O:30][CH2:31][CH3:32])[CH2:9][NH:8]1)[OH:29]. The yield is 0.970. (3) The reactants are N[C:2]1[N:11]=[CH:10][C:9]2[CH2:8][CH2:7][C:6]3[C:12]([C:16]([O:18][CH2:19][CH3:20])=[O:17])=[N:13][N:14]([CH3:15])[C:5]=3[C:4]=2[N:3]=1.[I-:21].[Cs+].II.N(OCCC(C)C)=O. The catalyst is C(COC)OC.[Cu](I)I. The product is [I:21][C:2]1[N:11]=[CH:10][C:9]2[CH2:8][CH2:7][C:6]3[C:12]([C:16]([O:18][CH2:19][CH3:20])=[O:17])=[N:13][N:14]([CH3:15])[C:5]=3[C:4]=2[N:3]=1. The yield is 0.460. (4) The reactants are [O:1]1[C:5]2[CH:6]=[CH:7][C:8]([C:10]3([C:13]([NH:15][C:16]4[CH:17]=[C:18]([C:23]5[CH:28]=[CH:27][C:26]([C:29]#[N:30])=[C:25]([Cl:31])[CH:24]=5)[C:19]([CH3:22])=[CH:20][CH:21]=4)=[O:14])[CH2:12][CH2:11]3)=[CH:9][C:4]=2[O:3][CH2:2]1.[Cl-].[NH4+].[N-:34]=[N+:35]=[N-:36].[Na+]. The catalyst is CN(C=O)C. The product is [O:1]1[C:5]2[CH:6]=[CH:7][C:8]([C:10]3([C:13]([NH:15][C:16]4[CH:17]=[C:18]([C:23]5[CH:28]=[CH:27][C:26]([C:29]6[N:34]=[N:35][NH:36][N:30]=6)=[C:25]([Cl:31])[CH:24]=5)[C:19]([CH3:22])=[CH:20][CH:21]=4)=[O:14])[CH2:12][CH2:11]3)=[CH:9][C:4]=2[O:3][CH2:2]1. The yield is 0.0900. (5) The catalyst is C1(C)C=CC=CC=1.C(O)C.O.C1C=CC([P]([Pd]([P](C2C=CC=CC=2)(C2C=CC=CC=2)C2C=CC=CC=2)([P](C2C=CC=CC=2)(C2C=CC=CC=2)C2C=CC=CC=2)[P](C2C=CC=CC=2)(C2C=CC=CC=2)C2C=CC=CC=2)(C2C=CC=CC=2)C2C=CC=CC=2)=CC=1. The reactants are I[C:2]1[CH:3]=[C:4]([CH:8]=[C:9]([N+:11]([O-:13])=[O:12])[CH:10]=1)[C:5]([OH:7])=[O:6].B(O)(O)[C:15]1[CH:16]=[CH:17][C:18]([CH3:21])=[CH:19][CH:20]=1.C([O-])([O-])=O.[Cs+].[Cs+].[OH-].[Na+]. The product is [CH3:21][C:18]1[CH:19]=[CH:20][C:15]([C:2]2[CH:10]=[C:9]([N+:11]([O-:13])=[O:12])[CH:8]=[C:4]([C:5]([OH:7])=[O:6])[CH:3]=2)=[CH:16][CH:17]=1. The yield is 0.972. (6) The reactants are [CH2:1]([N:8]1[C:13](=[O:14])[C:12]([C:15]2[CH:20]=[CH:19][C:18]([O:21][CH3:22])=[C:17]([F:23])[CH:16]=2)=[CH:11][N:10]=[C:9]1SC)[C:2]1[CH:7]=[CH:6][CH:5]=[CH:4][CH:3]=1.[F:26][C:27]1[CH:33]=[CH:32][C:30]([NH2:31])=[CH:29][CH:28]=1.Cl. The catalyst is O1CCOCC1. The product is [CH2:1]([N:8]1[C:13](=[O:14])[C:12]([C:15]2[CH:20]=[CH:19][C:18]([O:21][CH3:22])=[C:17]([F:23])[CH:16]=2)=[CH:11][N:10]=[C:9]1[NH:31][C:30]1[CH:32]=[CH:33][C:27]([F:26])=[CH:28][CH:29]=1)[C:2]1[CH:7]=[CH:6][CH:5]=[CH:4][CH:3]=1. The yield is 0.670.